From a dataset of Full USPTO retrosynthesis dataset with 1.9M reactions from patents (1976-2016). Predict the reactants needed to synthesize the given product. (1) Given the product [Cl:21][C:22]1[C:27]([Cl:28])=[CH:26][CH:25]=[CH:24][C:23]=1[N:29]1[CH2:34][CH2:33][N:32]([CH2:3][CH2:4][CH2:5][O:6][C:7]2[CH:8]=[CH:9][C:10]3[NH:43][C:13](=[O:17])[NH:14][C:15]=3[CH:16]=2)[CH2:31][CH2:30]1, predict the reactants needed to synthesize it. The reactants are: BrC[CH2:3][CH2:4][CH2:5][O:6][C:7]1[CH:16]=[C:15]2[C:10](C=C[C:13](=[O:17])[NH:14]2)=[CH:9][CH:8]=1.[Na+].[I-].Cl.[Cl:21][C:22]1[C:27]([Cl:28])=[CH:26][CH:25]=[CH:24][C:23]=1[N:29]1[CH2:34][CH2:33][NH:32][CH2:31][CH2:30]1.C([O-])([O-])=O.[K+].[K+].CC#[N:43]. (2) Given the product [C:1]([O:5][C:6](=[O:7])[N:8]([C:9]1[S:10][C@:11]2([C:25]([N:48]3[CH2:52][CH2:51][CH2:50][CH2:49]3)=[O:27])[C@H:13]([C@:14]([C:17]3[CH:22]=[CH:21][CH:20]=[C:19]([F:23])[C:18]=3[F:24])([CH3:16])[N:15]=1)[CH2:12]2)[CH2:28][O:29][CH2:30][CH2:31][Si:32]([CH3:34])([CH3:33])[CH3:35])([CH3:3])([CH3:4])[CH3:2], predict the reactants needed to synthesize it. The reactants are: [C:1]([O:5][C:6]([N:8]([CH2:28][O:29][CH2:30][CH2:31][Si:32]([CH3:35])([CH3:34])[CH3:33])[C:9]1[S:10][C@:11]2([C:25]([OH:27])=O)[C@H:13]([C@:14]([C:17]3[CH:22]=[CH:21][CH:20]=[C:19]([F:23])[C:18]=3[F:24])([CH3:16])[N:15]=1)[CH2:12]2)=[O:7])([CH3:4])([CH3:3])[CH3:2].C1N=CN(C(N2C=NC=C2)=O)C=1.[NH:48]1[CH2:52][CH2:51][CH2:50][CH2:49]1. (3) Given the product [C:16]([O:15][C:14]([NH:13][CH:4]([C:3]([N:2]([CH3:1])[CH3:22])=[O:21])[CH2:5][C:6]1[CH:7]=[C:8]([CH:9]=[CH:10][CH:11]=1)[O:12][C:24]1[CH:33]=[CH:32][C:27]([C:28]([O:30][CH3:31])=[O:29])=[CH:26][CH:25]=1)=[O:20])([CH3:17])([CH3:18])[CH3:19], predict the reactants needed to synthesize it. The reactants are: [CH3:1][N:2]([CH3:22])[C:3](=[O:21])[CH:4]([NH:13][C:14](=[O:20])[O:15][C:16]([CH3:19])([CH3:18])[CH3:17])[CH2:5][C:6]1[CH:11]=[CH:10][CH:9]=[C:8]([OH:12])[CH:7]=1.F[C:24]1[CH:33]=[CH:32][C:27]([C:28]([O:30][CH3:31])=[O:29])=[CH:26][CH:25]=1.C(=O)([O-])[O-].[Cs+].[Cs+]. (4) Given the product [CH:28]([C:31]1[CH:36]=[CH:35][C:34]([CH3:37])=[CH:33][C:32]=1[N:38]1[C:50](=[O:51])[CH2:49][S:40]/[C:39]/1=[N:41]\[C:2]([NH:1][CH2:4][CH2:5][C:6]1[CH:11]=[CH:10][C:9]([C:12]2[N:16]=[CH:15][N:14]([C:17]3[CH:22]=[CH:21][C:20]([O:23][C:24]([F:26])([F:25])[F:27])=[CH:19][CH:18]=3)[N:13]=2)=[CH:8][CH:7]=1)=[O:3])([CH3:30])[CH3:29], predict the reactants needed to synthesize it. The reactants are: [N:1]([CH2:4][CH2:5][C:6]1[CH:11]=[CH:10][C:9]([C:12]2[N:16]=[CH:15][N:14]([C:17]3[CH:22]=[CH:21][C:20]([O:23][C:24]([F:27])([F:26])[F:25])=[CH:19][CH:18]=3)[N:13]=2)=[CH:8][CH:7]=1)=[C:2]=[O:3].[CH:28]([C:31]1[CH:36]=[CH:35][C:34]([CH3:37])=[CH:33][C:32]=1[NH:38][C:39]([NH2:41])=[S:40])([CH3:30])[CH3:29].C(=O)([O-])[O-].[Cs+].[Cs+].Br[CH2:49][C:50](OC)=[O:51].C([O-])(=O)C.[Na+]. (5) Given the product [NH2:32][C:4]1[S:3][C:2]([C:44]2[CH:43]=[N:42][N:41]([CH3:40])[C:45]=2[CH3:46])=[N:6][C:5]=1[C:7]([NH:8][C:9]1[CH:10]=[N:11][N:12]([CH3:30])[C:13]=1[C@@H:14]1[CH2:20][CH2:19][C@@H:18]([NH2:21])[C@H:17]([F:29])[CH2:16][O:15]1)=[O:31], predict the reactants needed to synthesize it. The reactants are: Br[C:2]1[S:3][C:4]([NH:32]C(=O)OC(C)(C)C)=[C:5]([C:7](=[O:31])[NH:8][C:9]2[CH:10]=[N:11][N:12]([CH3:30])[C:13]=2[C@@H:14]2[CH2:20][CH2:19][C@@H:18]([NH:21]C(OC(C)(C)C)=O)[C@H:17]([F:29])[CH2:16][O:15]2)[N:6]=1.[CH3:40][N:41]1[C:45]([CH3:46])=[C:44](B(O)O)[CH:43]=[N:42]1. (6) Given the product [N:1]1[CH:6]=[CH:5][C:4]([NH:7][C:13](=[O:14])[O:12][C:9]([CH3:11])([CH3:10])[CH3:8])=[CH:3][CH:2]=1, predict the reactants needed to synthesize it. The reactants are: [N:1]1[CH:6]=[CH:5][C:4]([NH2:7])=[CH:3][CH:2]=1.[CH3:8][C:9]([O:12][C:13](O[C:13]([O:12][C:9]([CH3:11])([CH3:10])[CH3:8])=[O:14])=[O:14])([CH3:11])[CH3:10]. (7) The reactants are: [Br:1][CH2:2][C:3]1[CH:8]=[CH:7][C:6]([C:9]2[O:13][C:12]([C:14]3[C:15]([NH2:26])=[N:16][CH:17]=[C:18]([C:20]4[CH2:21][CH2:22][NH:23][CH2:24][CH:25]=4)[N:19]=3)=[N:11][N:10]=2)=[CH:5][CH:4]=1.CCN(C(C)C)C(C)C.[C:36](Cl)(=[O:39])[CH2:37][CH3:38]. Given the product [NH2:26][C:15]1[N:16]=[CH:17][C:18]([C:20]2[CH2:21][CH2:22][N:23]([C:36](=[O:39])[CH2:37][CH3:38])[CH2:24][CH:25]=2)=[N:19][C:14]=1[C:12]1[O:13][C:9]([C:6]2[CH:5]=[CH:4][C:3]([CH2:2][Br:1])=[CH:8][CH:7]=2)=[N:10][N:11]=1, predict the reactants needed to synthesize it.